From a dataset of Peptide-MHC class II binding affinity with 134,281 pairs from IEDB. Regression. Given a peptide amino acid sequence and an MHC pseudo amino acid sequence, predict their binding affinity value. This is MHC class II binding data. (1) The peptide sequence is MKDLDEPGHLAPTGM. The MHC is HLA-DQA10501-DQB10201 with pseudo-sequence HLA-DQA10501-DQB10201. The binding affinity (normalized) is 0.122. (2) The peptide sequence is DMLKLFEFNKKAIET. The MHC is DRB5_0101 with pseudo-sequence DRB5_0101. The binding affinity (normalized) is 0.324. (3) The peptide sequence is PQPQPQYSQPQQPISQQQQQ. The MHC is DRB1_1101 with pseudo-sequence DRB1_1101. The binding affinity (normalized) is 0. (4) The MHC is DRB1_1302 with pseudo-sequence DRB1_1302. The binding affinity (normalized) is 0.103. The peptide sequence is EHYTVLFSDLANSHQ. (5) The MHC is HLA-DQA10501-DQB10301 with pseudo-sequence HLA-DQA10501-DQB10301. The peptide sequence is SVLLVVVLFAVFLGS. The binding affinity (normalized) is 0.0512. (6) The peptide sequence is PTPVNIIGRNMLTQIGC. The MHC is HLA-DPA10201-DPB11401 with pseudo-sequence HLA-DPA10201-DPB11401. The binding affinity (normalized) is 0.103.